Dataset: Full USPTO retrosynthesis dataset with 1.9M reactions from patents (1976-2016). Task: Predict the reactants needed to synthesize the given product. (1) Given the product [Cl:33][C:30]1[CH:31]=[CH:32][C:27]([NH:26][C:25]([CH:6]2[CH:7]([C:8](=[O:24])[NH:9][C:10]3[CH:15]=[CH:14][C:13]([N:16]4[CH:21]=[CH:20][CH:19]=[CH:18][C:17]4=[O:22])=[CH:12][C:11]=3[F:23])[CH:5]2[C:3]([OH:4])=[O:2])=[O:34])=[N:28][CH:29]=1, predict the reactants needed to synthesize it. The reactants are: C[O:2][C:3]([CH:5]1[CH:7]([C:8](=[O:24])[NH:9][C:10]2[CH:15]=[CH:14][C:13]([N:16]3[CH:21]=[CH:20][CH:19]=[CH:18][C:17]3=[O:22])=[CH:12][C:11]=2[F:23])[CH:6]1[C:25](=[O:34])[NH:26][C:27]1[CH:32]=[CH:31][C:30]([Cl:33])=[CH:29][N:28]=1)=[O:4].[Li+].[OH-].Cl. (2) The reactants are: [C:1]([C:3]1[CH:11]=[CH:10][C:6]([C:7]([OH:9])=O)=[CH:5][C:4]=1[CH3:12])#[N:2].[NH:13]1[C:19]2[CH:20]=[CH:21][CH:22]=[CH:23][C:18]=2[CH2:17][CH2:16][CH2:15][CH2:14]1. Given the product [C:1]([C:3]1[CH:11]=[CH:10][C:6]([C:7]([N:13]2[C:19]3[CH:20]=[CH:21][CH:22]=[CH:23][C:18]=3[CH2:17][CH2:16][CH2:15][CH2:14]2)=[O:9])=[CH:5][C:4]=1[CH3:12])#[N:2], predict the reactants needed to synthesize it. (3) Given the product [Br:21][C:18]1[CH:19]=[CH:20][C:15]([C:13]2[NH:26][C:4](=[O:3])[C:6]3[N:7]([CH:8]=[C:9]([F:11])[CH:10]=3)[CH:12]=2)=[CH:16][CH:17]=1, predict the reactants needed to synthesize it. The reactants are: C([O:3][C:4]([C:6]1[N:7]([CH2:12][C:13]([C:15]2[CH:20]=[CH:19][C:18]([Br:21])=[CH:17][CH:16]=2)=O)[CH:8]=[C:9]([F:11])[CH:10]=1)=O)C.C([O-])(=O)C.[NH4+:26].O. (4) The reactants are: [CH3:1][O:2][C:3]1[CH:4]=[C:5]([CH:21]=[CH:22][C:23]=1[O:24][CH3:25])[CH2:6][C@H:7]1[C:16]2[C:11](=[CH:12][C:13]([O:19][CH3:20])=[C:14]([O:17][CH3:18])[CH:15]=2)[CH2:10][CH2:9][NH:8]1.Br[CH2:27][C:28](Br)=[O:29].[NH2:31][C@H:32]1[C:40]2[C:35](=[CH:36][CH:37]=[CH:38][CH:39]=2)[CH2:34][C@H:33]1[OH:41]. Given the product [CH3:1][O:2][C:3]1[CH:4]=[C:5]([CH:21]=[CH:22][C:23]=1[O:24][CH3:25])[CH2:6][C@H:7]1[C:16]2[C:11](=[CH:12][C:13]([O:19][CH3:20])=[C:14]([O:17][CH3:18])[CH:15]=2)[CH2:10][CH2:9][N:8]1[CH2:27][C:28]([NH:31][C@H:32]1[C:40]2[C:35](=[CH:36][CH:37]=[CH:38][CH:39]=2)[CH2:34][C@H:33]1[OH:41])=[O:29], predict the reactants needed to synthesize it. (5) Given the product [CH:11]1([CH2:14][O:15][C:2]2[N:7]=[CH:6][C:5]([C:8]([OH:10])=[O:9])=[CH:4][CH:3]=2)[CH2:13][CH2:12]1, predict the reactants needed to synthesize it. The reactants are: Cl[C:2]1[N:7]=[CH:6][C:5]([C:8]([OH:10])=[O:9])=[CH:4][CH:3]=1.[CH:11]1([CH2:14][OH:15])[CH2:13][CH2:12]1.[OH-].[K+].Cl. (6) Given the product [CH3:26][S:27]([O:18][CH:16]1[CH2:17][N:14]([CH:1]([C:8]2[CH:13]=[CH:12][CH:11]=[CH:10][CH:9]=2)[C:2]2[CH:3]=[CH:4][CH:5]=[CH:6][CH:7]=2)[CH2:15]1)(=[O:29])=[O:28], predict the reactants needed to synthesize it. The reactants are: [CH:1]([N:14]1[CH2:17][CH:16]([OH:18])[CH2:15]1)([C:8]1[CH:13]=[CH:12][CH:11]=[CH:10][CH:9]=1)[C:2]1[CH:7]=[CH:6][CH:5]=[CH:4][CH:3]=1.C(N(CC)CC)C.[CH3:26][S:27](Cl)(=[O:29])=[O:28].O.